This data is from Catalyst prediction with 721,799 reactions and 888 catalyst types from USPTO. The task is: Predict which catalyst facilitates the given reaction. (1) Reactant: [NH2:1][C:2]1[CH:7]=[CH:6][C:5]([C:8]2[CH:9]=[N:10][C:11]3[N:12]([N:15]=[CH:16][C:17]=3[C:18]3[CH:23]=[CH:22][C:21]([N:24]4[CH2:29][CH2:28][N:27]([CH2:30][CH2:31][O:32][CH3:33])[CH2:26][CH2:25]4)=[CH:20][CH:19]=3)[C:13]=2[NH2:14])=[CH:4][CH:3]=1.Cl[C:35]([O:37][CH2:38][CH:39]([CH3:41])[CH3:40])=[O:36]. Product: [CH2:38]([O:37][C:35](=[O:36])[NH:1][C:2]1[CH:7]=[CH:6][C:5]([C:8]2[CH:9]=[N:10][C:11]3[N:12]([N:15]=[CH:16][C:17]=3[C:18]3[CH:19]=[CH:20][C:21]([N:24]4[CH2:25][CH2:26][N:27]([CH2:30][CH2:31][O:32][CH3:33])[CH2:28][CH2:29]4)=[CH:22][CH:23]=3)[C:13]=2[NH2:14])=[CH:4][CH:3]=1)[CH:39]([CH3:41])[CH3:40]. The catalyst class is: 17. (2) Reactant: [CH:1]1([C@H:5]([NH:7][CH2:8][C:9]2[N:10]=[N:11][N:12]([CH2:14][C:15]3[CH:20]=[CH:19][C:18]([O:21][CH3:22])=[CH:17][C:16]=3[O:23][CH3:24])[CH:13]=2)[CH3:6])[CH2:4][CH2:3][CH2:2]1.CCN(C(C)C)C(C)C.[C:34](Cl)([O:36][CH2:37][CH:38]1[C:50]2[C:45](=[CH:46][CH:47]=[CH:48][CH:49]=2)[C:44]2[C:39]1=[CH:40][CH:41]=[CH:42][CH:43]=2)=[O:35]. Product: [CH:1]1([C@H:5]([N:7]([CH2:8][C:9]2[N:10]=[N:11][N:12]([CH2:14][C:15]3[CH:20]=[CH:19][C:18]([O:21][CH3:22])=[CH:17][C:16]=3[O:23][CH3:24])[CH:13]=2)[C:34](=[O:35])[O:36][CH2:37][CH:38]2[C:50]3[CH:49]=[CH:48][CH:47]=[CH:46][C:45]=3[C:44]3[C:39]2=[CH:40][CH:41]=[CH:42][CH:43]=3)[CH3:6])[CH2:4][CH2:3][CH2:2]1. The catalyst class is: 2. (3) Reactant: [C:1]([O:5][C:6]([N:8]1[CH2:13][CH2:12][CH:11]([O:14][CH2:15]/[CH:16]=[CH:17]/[C:18]2[CH:23]=[CH:22][C:21]([S:24]([CH3:27])(=[O:26])=[O:25])=[CH:20][CH:19]=2)[CH2:10][CH2:9]1)=[O:7])([CH3:4])([CH3:3])[CH3:2]. Product: [C:1]([O:5][C:6]([N:8]1[CH2:13][CH2:12][CH:11]([O:14][CH2:15][CH2:16][CH2:17][C:18]2[CH:23]=[CH:22][C:21]([S:24]([CH3:27])(=[O:26])=[O:25])=[CH:20][CH:19]=2)[CH2:10][CH2:9]1)=[O:7])([CH3:4])([CH3:3])[CH3:2]. The catalyst class is: 50.